Dataset: HIV replication inhibition screening data with 41,000+ compounds from the AIDS Antiviral Screen. Task: Binary Classification. Given a drug SMILES string, predict its activity (active/inactive) in a high-throughput screening assay against a specified biological target. (1) The molecule is CN(Cc1cnc2nc(N)nc(N)c2n1)c1ccc(C(=O)NC(CCC(=O)NC(P(=O)(O)O)P(=O)(O)O)C(=O)O)cc1.[NaH]. The result is 0 (inactive). (2) The result is 0 (inactive). The drug is CCC1(CC2CC3(C(=O)OC)c4[nH]c5ccccc5c4CCN3C2=O)COC2(CCCCC2)O1. (3) The compound is CCN(CC)c1ccc(C2N3CCCCC3C3c4[nH]c5ccccc5c4CCN32)cc1. The result is 0 (inactive). (4) The compound is CN(C)C1C(O)=C(C(=O)NCNc2cccc(C(=O)O)c2C(=O)O)C(=O)C2(O)C(O)=C3C(=O)c4c(O)cccc4C(C)(O)C3CC12. The result is 0 (inactive). (5) The molecule is FC(F)(F)c1ccc(C2ON=C(c3ccccc3)N2C23CC4CC(CC(C4)C2)C3)cc1. The result is 0 (inactive). (6) The drug is CN(C)C(=O)Nc1cc2c3c(c1)CCCN3CCC2. The result is 1 (active). (7) The molecule is CC1CC2OC(C=CC=CC=CC=CC=CC(=O)C3=C(O)C(C(C)C)N(C)C3=O)C(O)C2O1.[NaH]. The result is 0 (inactive). (8) The molecule is CC12c3ccccc3C(OC=O)(c3ccccc31)C1(C)c3ccccc3C2(OC=O)c2ccccc21. The result is 0 (inactive). (9) The molecule is CC1=C(C(=O)Nc2cccc(Cl)c2)C(c2ccccc2O)C(C(=O)Nc2cccc(Cl)c2)=C(C)N1. The result is 0 (inactive).